This data is from Forward reaction prediction with 1.9M reactions from USPTO patents (1976-2016). The task is: Predict the product of the given reaction. Given the reactants [N:1]1([C:6]2[CH:11]=[CH:10][C:9]([OH:12])=[CH:8][CH:7]=2)[CH:5]=[CH:4][CH:3]=[CH:2]1.[CH3:13][N:14]([C:18]1[CH:23]=[CH:22][CH:21]=[CH:20][CH:19]=1)[C:15](Cl)=[O:16], predict the reaction product. The product is: [N:1]1([C:6]2[CH:11]=[CH:10][C:9]([O:12][C:15](=[O:16])[N:14]([CH3:13])[C:18]3[CH:23]=[CH:22][CH:21]=[CH:20][CH:19]=3)=[CH:8][CH:7]=2)[CH:2]=[CH:3][CH:4]=[CH:5]1.